This data is from Reaction yield outcomes from USPTO patents with 853,638 reactions. The task is: Predict the reaction yield, written as a fraction of the theoretical maximum amount of product (1.0 means a 100% yield; for example, 0.34 means a 34% yield). The reactants are CS([Cl:5])(=O)=O.[Br:6][C:7]1[CH:12]=[CH:11][C:10]([CH2:13]O)=[C:9]([CH3:15])[CH:8]=1.C(N(CC)CC)C.O. The catalyst is ClCCl. The product is [Br:6][C:7]1[CH:12]=[CH:11][C:10]([CH2:13][Cl:5])=[C:9]([CH3:15])[CH:8]=1. The yield is 0.805.